From a dataset of Full USPTO retrosynthesis dataset with 1.9M reactions from patents (1976-2016). Predict the reactants needed to synthesize the given product. Given the product [F:1][C:2]1[C:9]([CH2:17][CH:16]=[CH2:15])=[CH:8][C:5]([C:6]#[N:7])=[C:4]([O:11][CH3:12])[CH:3]=1, predict the reactants needed to synthesize it. The reactants are: [F:1][C:2]1[C:9](I)=[CH:8][C:5]([C:6]#[N:7])=[C:4]([O:11][CH3:12])[CH:3]=1.[Cl-].[Li+].[CH2:15]([Sn](CCCC)(CCCC)CCCC)[CH:16]=[CH2:17].